Predict the reaction yield, written as a fraction of the theoretical maximum amount of product (1.0 means a 100% yield; for example, 0.34 means a 34% yield). From a dataset of Reaction yield outcomes from USPTO patents with 853,638 reactions. (1) The reactants are O.[CH3:2][O:3][CH2:4][CH2:5][O:6][C:7]1[CH:12]=[CH:11][C:10](/[CH:13]=[CH:14]/[C:15]([O-:17])=[O:16])=[C:9]([N+:18]([O-])=O)[CH:8]=1.[C:21](O)(=O)[CH3:22]. The catalyst is [Zn]. The product is [NH2:18][C:9]1[CH:8]=[C:7]([O:6][CH2:5][CH2:4][O:3][CH3:2])[CH:12]=[CH:11][C:10]=1/[CH:13]=[CH:14]/[C:15]([O:17][CH2:21][CH3:22])=[O:16]. The yield is 0.820. (2) The product is [F:11][C:8]1[CH:7]=[CH:6][C:5]([CH:3]([OH:4])[CH:2]([NH:1][C:30]([C:20]2[C:29]3[C:24](=[CH:25][CH:26]=[CH:27][CH:28]=3)[CH:23]=[CH:22][CH:21]=2)=[O:31])[CH2:12][C:13]2[CH:14]=[CH:15][C:16]([F:19])=[CH:17][CH:18]=2)=[CH:10][CH:9]=1. The catalyst is C(OCC)(=O)C.O. The yield is 0.720. The reactants are [NH2:1][CH:2]([CH2:12][C:13]1[CH:18]=[CH:17][C:16]([F:19])=[CH:15][CH:14]=1)[CH:3]([C:5]1[CH:10]=[CH:9][C:8]([F:11])=[CH:7][CH:6]=1)[OH:4].[C:20]1([C:30](Cl)=[O:31])[C:29]2[C:24](=[CH:25][CH:26]=[CH:27][CH:28]=2)[CH:23]=[CH:22][CH:21]=1.C(=O)([O-])O.[Na+]. (3) The reactants are [Br:1][C:2]1[CH:3]=[C:4]([C:8]([NH:10][NH:11][C:12](=[O:15])[CH2:13][Cl:14])=O)[CH:5]=[N:6][CH:7]=1. The catalyst is O=P(Cl)(Cl)Cl. The product is [Br:1][C:2]1[CH:7]=[N:6][CH:5]=[C:4]([C:8]2[O:15][C:12]([CH2:13][Cl:14])=[N:11][N:10]=2)[CH:3]=1. The yield is 0.590. (4) The reactants are Br[C:2]1[N:7]=[CH:6][C:5]([CH2:8][N:9]2[CH2:14][CH2:13][O:12][CH2:11][CH2:10]2)=[CH:4][CH:3]=1.[CH3:15][C:16]1[CH:22]=[CH:21][C:19]([NH2:20])=[CH:18][C:17]=1B1OC(C)(C)C(C)(C)O1.P([O-])([O-])([O-])=O.[K+].[K+].[K+]. The catalyst is O1CCOCC1.C1C=CC([P]([Pd]([P](C2C=CC=CC=2)(C2C=CC=CC=2)C2C=CC=CC=2)([P](C2C=CC=CC=2)(C2C=CC=CC=2)C2C=CC=CC=2)[P](C2C=CC=CC=2)(C2C=CC=CC=2)C2C=CC=CC=2)(C2C=CC=CC=2)C2C=CC=CC=2)=CC=1. The product is [CH3:15][C:16]1[CH:22]=[CH:21][C:19]([NH2:20])=[CH:18][C:17]=1[C:2]1[CH:3]=[CH:4][C:5]([CH2:8][N:9]2[CH2:14][CH2:13][O:12][CH2:11][CH2:10]2)=[CH:6][N:7]=1. The yield is 0.850. (5) The reactants are [CH2:1]([O:8][C:9](=[O:22])[NH:10][C:11]1[CH:20]=[CH:19][C:18]2[C:17](=[O:21])[CH2:16][CH2:15][CH2:14][C:13]=2[CH:12]=1)[C:2]1C=CC=CC=1.C[Si]([NH-])(C)C.[Li+].[C:29](OC[C@@H]1OC1)(=[O:33])CCC. The catalyst is C1COCC1. The product is [OH:33][CH2:29][C@@H:1]1[O:8][C:9](=[O:22])[N:10]([C:11]2[CH:20]=[CH:19][C:18]3[C:17](=[O:21])[CH2:16][CH2:15][CH2:14][C:13]=3[CH:12]=2)[CH2:2]1. The yield is 0.920.